From a dataset of Reaction yield outcomes from USPTO patents with 853,638 reactions. Predict the reaction yield, written as a fraction of the theoretical maximum amount of product (1.0 means a 100% yield; for example, 0.34 means a 34% yield). (1) The reactants are [C:1]([C:3]1[CH:4]=[C:5]([CH:28]=[CH:29][CH:30]=1)[C:6]([NH:8][C:9]1[C:10]([NH:16][C:17](=[O:27])[C:18]2[CH:23]=[CH:22][C:21]([CH:24]([CH3:26])[CH3:25])=[CH:20][CH:19]=2)=[CH:11][C:12]([OH:15])=[CH:13][CH:14]=1)=[O:7])#[N:2].C(=O)([O-])[O-].[K+].[K+].Br[CH2:38][C:39]([O:41][CH2:42][C:43]1[CH:48]=[CH:47][CH:46]=[CH:45][CH:44]=1)=[O:40]. The catalyst is CC(C)=O. The product is [C:1]([C:3]1[CH:4]=[C:5]([CH:28]=[CH:29][CH:30]=1)[C:6]([NH:8][C:9]1[C:10]([NH:16][C:17](=[O:27])[C:18]2[CH:23]=[CH:22][C:21]([CH:24]([CH3:26])[CH3:25])=[CH:20][CH:19]=2)=[CH:11][C:12]([O:15][CH2:38][C:39]([O:41][CH2:42][C:43]2[CH:48]=[CH:47][CH:46]=[CH:45][CH:44]=2)=[O:40])=[CH:13][CH:14]=1)=[O:7])#[N:2]. The yield is 0.770. (2) The reactants are [CH3:1][O:2][C:3]1[CH:8]=[CH:7][C:6]([OH:9])=[CH:5][CH:4]=1.F[C:11]1[CH:16]=[CH:15][C:14]([F:17])=[CH:13][C:12]=1[N+:18]([O-:20])=[O:19].[F:21][C:22]1[CH:23]=[CH:24][C:25]([O:29][C:30]2[CH:35]=[CH:34][C:33]([O:36][CH3:37])=[CH:32][CH:31]=2)=[C:26]([CH:28]=1)[NH2:27].[NH2:38][C:39]1[S:40][CH:41]=[CH:42][N:43]=1. No catalyst specified. The product is [F:17][C:14]1[CH:15]=[CH:16][C:11]([O:9][C:6]2[CH:7]=[CH:8][C:3]([O:2][CH3:1])=[CH:4][CH:5]=2)=[C:12]([N+:18]([O-:20])=[O:19])[CH:13]=1.[F:21][C:22]1[CH:23]=[CH:24][C:25]([O:29][C:30]2[CH:35]=[CH:34][C:33]([O:36][CH3:37])=[CH:32][CH:31]=2)=[C:26]([NH:27][C:6]([NH:38][C:39]2[S:40][CH:41]=[CH:42][N:43]=2)=[O:9])[CH:28]=1. The yield is 0.800. (3) The reactants are [Cl:1][C:2]1[CH:7]=[CH:6][C:5]([N:8]2C(=O)[C:13]([CH3:17])([CH3:16])[C:12](=O)[NH:11][C:10]3[CH:19]=[CH:20][CH:21]=[CH:22][C:9]2=3)=[CH:4][CH:3]=1.CC([O-])(C)C.[K+].P(Cl)(=O)([O:32][CH3:33])OC.[C:36]([NH:39][NH2:40])(=O)[CH3:37]. The catalyst is C1COCC1.O. The product is [Cl:1][C:2]1[CH:3]=[CH:4][C:5]([N:8]2[C:33](=[O:32])[C:13]([CH3:16])([CH3:17])[C:12]3=[N:40][N:39]=[C:36]([CH3:37])[N:11]3[C:10]3[CH:19]=[CH:20][CH:21]=[CH:22][C:9]2=3)=[CH:6][CH:7]=1. The yield is 0.440. (4) The reactants are [CH3:1][C:2]1[C:10]([S:11]([CH2:13][CH3:14])=[O:12])=[C:9]([S:15]([CH3:18])(=[O:17])=[O:16])[CH:8]=[CH:7][C:3]=1[C:4]([OH:6])=O.[OH:19][C:20]1[N:21]([CH3:25])[N:22]=[CH:23][CH:24]=1.N1C=CC=CC=1.S(Cl)(Cl)=O. The catalyst is C(OCC)(=O)C.O. The product is [CH2:13]([S:11]([C:10]1[C:2]([CH3:1])=[C:3]([C:4]([C:24]2[CH:23]=[N:22][N:21]([CH3:25])[C:20]=2[OH:19])=[O:6])[CH:7]=[CH:8][C:9]=1[S:15]([CH3:18])(=[O:17])=[O:16])=[O:12])[CH3:14]. The yield is 0.910. (5) The catalyst is ClCCl. The reactants are [F:1][C:2]1[CH:3]=[C:4]([CH:7]=[C:8]([O:11]C)[C:9]=1[OH:10])[CH:5]=[O:6].B(Br)(Br)Br. The yield is 0.890. The product is [F:1][C:2]1[CH:3]=[C:4]([CH:7]=[C:8]([OH:11])[C:9]=1[OH:10])[CH:5]=[O:6]. (6) The reactants are Cl[C:2]1[N:7]=[C:6]([C:8]2[S:12][C:11]([CH:13]([CH3:15])[CH3:14])=[N:10][C:9]=2[C:16]2[CH:17]=[CH:18][C:19]([F:34])=[C:20]([NH:22][S:23]([C:26]3[C:31]([F:32])=[CH:30][CH:29]=[CH:28][C:27]=3[F:33])(=[O:25])=[O:24])[CH:21]=2)[CH:5]=[CH:4][N:3]=1.[NH2:35][CH2:36][CH2:37][CH2:38][N:39]1[CH2:43][CH2:42][CH2:41][C:40]1=[O:44]. No catalyst specified. The product is [F:33][C:27]1[CH:28]=[CH:29][CH:30]=[C:31]([F:32])[C:26]=1[S:23]([NH:22][C:20]1[CH:21]=[C:16]([C:9]2[N:10]=[C:11]([CH:13]([CH3:15])[CH3:14])[S:12][C:8]=2[C:6]2[CH:5]=[CH:4][N:3]=[C:2]([NH:35][CH2:36][CH2:37][CH2:38][N:39]3[CH2:43][CH2:42][CH2:41][C:40]3=[O:44])[N:7]=2)[CH:17]=[CH:18][C:19]=1[F:34])(=[O:25])=[O:24]. The yield is 0.370.